From a dataset of Full USPTO retrosynthesis dataset with 1.9M reactions from patents (1976-2016). Predict the reactants needed to synthesize the given product. Given the product [O:30]1[C:26]2[CH:25]=[CH:24][C:23]([C:20]([F:21])([F:22])[C:17]3[N:15]4[N:16]=[C:11]([C:8]5[S:7][C:6]([C:4]([N:81]6[CH2:82][CH2:83][N:78]([CH3:77])[CH2:79][CH2:80]6)=[O:5])=[CH:10][CH:9]=5)[CH:12]=[CH:13][C:14]4=[N:19][N:18]=3)=[CH:31][C:27]=2[CH:28]=[CH:29]1, predict the reactants needed to synthesize it. The reactants are: C(O[C:4]([C:6]1[S:7][C:8]([C:11]2[CH:12]=[CH:13][C:14]3[N:15]([C:17]([C:20]([C:23]4[CH:24]=[CH:25][C:26]5[O:30][CH:29]=[CH:28][C:27]=5[CH:31]=4)([F:22])[F:21])=[N:18][N:19]=3)[N:16]=2)=[CH:9][CH:10]=1)=[O:5])C.[OH-].[Na+].CN(C(ON1N=NC2C=CC=NC1=2)=[N+](C)C)C.F[P-](F)(F)(F)(F)F.C1C=CC2N(O)N=NC=2C=1.CCN(C(C)C)C(C)C.[CH3:77][N:78]1[CH2:83][CH2:82][NH:81][CH2:80][CH2:79]1.